Dataset: TCR-epitope binding with 47,182 pairs between 192 epitopes and 23,139 TCRs. Task: Binary Classification. Given a T-cell receptor sequence (or CDR3 region) and an epitope sequence, predict whether binding occurs between them. (1) Result: 1 (the TCR binds to the epitope). The TCR CDR3 sequence is CASSPGAGGPLETQYF. The epitope is SLVKPSFYV. (2) The epitope is FLYALALLL. The TCR CDR3 sequence is CASSLASGNTGELFF. Result: 0 (the TCR does not bind to the epitope). (3) The epitope is SGPLKAEIAQRLED. The TCR CDR3 sequence is CASSLGGYEQYF. Result: 0 (the TCR does not bind to the epitope). (4) The epitope is TLIGDCATV. The TCR CDR3 sequence is CASSGGRSYNSPLHF. Result: 1 (the TCR binds to the epitope). (5) The epitope is VLQAVGACV. The TCR CDR3 sequence is CASTFVGTSETQYF. Result: 0 (the TCR does not bind to the epitope).